Task: Regression. Given a peptide amino acid sequence and an MHC pseudo amino acid sequence, predict their binding affinity value. This is MHC class I binding data.. Dataset: Peptide-MHC class I binding affinity with 185,985 pairs from IEDB/IMGT (1) The peptide sequence is APGWLIWTY. The MHC is HLA-A23:01 with pseudo-sequence HLA-A23:01. The binding affinity (normalized) is 0. (2) The peptide sequence is VILFIMFMLI. The MHC is HLA-A33:01 with pseudo-sequence HLA-A33:01. The binding affinity (normalized) is 0.423.